Dataset: Reaction yield outcomes from USPTO patents with 853,638 reactions. Task: Predict the reaction yield, written as a fraction of the theoretical maximum amount of product (1.0 means a 100% yield; for example, 0.34 means a 34% yield). (1) The reactants are [Cl:1][C:2]1[S:6][C:5]([S:7](Cl)(=[O:9])=[O:8])=[CH:4][CH:3]=1.[C:11]([NH2:15])([CH3:14])([CH3:13])[CH3:12]. The catalyst is C1COCC1.C(OCC)C. The product is [C:11]([NH:15][S:7]([C:5]1[S:6][C:2]([Cl:1])=[CH:3][CH:4]=1)(=[O:9])=[O:8])([CH3:14])([CH3:13])[CH3:12]. The yield is 0.980. (2) The reactants are CC1(C)COB([C:8]2[C:9]([F:28])=[CH:10][C:11]([F:27])=[C:12]([C@:14]3([CH3:26])[C:20]([F:22])([F:21])[C:19]([CH3:24])([CH3:23])[O:18][CH2:17][C:16](=[O:25])[NH:15]3)[CH:13]=2)OC1.Cl[C:31]1[O:32][C:33]2[CH:39]=[C:38]([F:40])[C:37]([F:41])=[CH:36][C:34]=2[N:35]=1. The catalyst is [Pd]. The product is [F:41][C:37]1[C:38]([F:40])=[CH:39][C:33]2[O:32][C:31]([C:8]3[C:9]([F:28])=[CH:10][C:11]([F:27])=[C:12]([C@:14]4([CH3:26])[C:20]([F:21])([F:22])[C:19]([CH3:24])([CH3:23])[O:18][CH2:17][C:16](=[O:25])[NH:15]4)[CH:13]=3)=[N:35][C:34]=2[CH:36]=1. The yield is 0.740. (3) The reactants are [Cl:1][C:2]1[N:3]=[C:4]([NH:12][CH2:13][CH:14]2[CH2:17][N:16]([C:18]([O:20]C(C)(C)C)=O)[CH2:15]2)[C:5]2[N:10]([CH3:11])[CH:9]=[CH:8][C:6]=2[N:7]=1.F[C:26](F)(F)[C:27](O)=O.C(N(CC)C(C)C)(C)C.C(Cl)(=O)C=C. The catalyst is ClCCl.O. The product is [Cl:1][C:2]1[N:3]=[C:4]([NH:12][CH2:13][CH:14]2[CH2:15][N:16]([C:18](=[O:20])[CH:26]=[CH2:27])[CH2:17]2)[C:5]2[N:10]([CH3:11])[CH:9]=[CH:8][C:6]=2[N:7]=1. The yield is 0.905. (4) The reactants are [C:1]([C:3]1[CH:4]=[CH:5][C:6](OS(C(F)(F)F)(=O)=O)=[C:7]([O:9][CH3:10])[CH:8]=1)#[N:2].[B:19]1([B:19]2[O:23][C:22]([CH3:25])([CH3:24])[C:21]([CH3:27])([CH3:26])[O:20]2)[O:23][C:22]([CH3:25])([CH3:24])[C:21]([CH3:27])([CH3:26])[O:20]1.C([O-])(=O)C.[K+].C(OCC)(=O)C. The catalyst is O1CCOCC1.C1(P(C2C=CC=CC=2)[C-]2C=CC=C2)C=CC=CC=1.[C-]1(P(C2C=CC=CC=2)C2C=CC=CC=2)C=CC=C1.[Fe+2].O. The product is [C:1]([C:3]1[CH:4]=[CH:5][C:6]([B:19]2[O:23][C:22]([CH3:25])([CH3:24])[C:21]([CH3:27])([CH3:26])[O:20]2)=[C:7]([O:9][CH3:10])[CH:8]=1)#[N:2]. The yield is 0.670. (5) The reactants are C(O[C:4](=[O:21])[CH2:5][C:6]([CH:8]1[CH2:13][CH2:12][N:11]([C:14]([O:16][C:17]([CH3:20])([CH3:19])[CH3:18])=[O:15])[CH2:10][CH2:9]1)=O)C.[NH:22]1[C:26]2=[N:27][CH:28]=[CH:29][N:30]=[C:25]2[C:24]([NH2:31])=[N:23]1.P([O-])([O-])([O-])=O.[K+].[K+].[K+]. The catalyst is COCC(O)C.ClCCl.CO. The product is [O:21]=[C:4]1[CH:5]=[C:6]([CH:8]2[CH2:9][CH2:10][N:11]([C:14]([O:16][C:17]([CH3:18])([CH3:19])[CH3:20])=[O:15])[CH2:12][CH2:13]2)[N:23]2[N:22]=[C:26]3[N:27]=[CH:28][CH:29]=[N:30][C:25]3=[C:24]2[NH:31]1. The yield is 0.0500. (6) The reactants are [CH3:1][N:2]1[C:6]([C:7]([O:9]CC)=[O:8])=[C:5]([CH3:12])[CH:4]=[N:3]1.[OH-].[Na+]. The catalyst is C(O)C. The product is [CH3:1][N:2]1[C:6]([C:7]([OH:9])=[O:8])=[C:5]([CH3:12])[CH:4]=[N:3]1. The yield is 0.550. (7) The reactants are [CH:1]1([O:7][C:8](=[O:22])[CH2:9][CH2:10][C@H:11]([NH:14][C:15]([O:17][C:18]([CH3:21])([CH3:20])[CH3:19])=[O:16])[CH2:12]O)[CH2:6][CH2:5][CH2:4][CH2:3][CH2:2]1.C(Br)(Br)(Br)[Br:24].C1C=CC(P(C2C=CC=CC=2)C2C=CC=CC=2)=CC=1. The catalyst is C(Cl)Cl. The product is [CH:1]1([O:7][C:8](=[O:22])[CH2:9][CH2:10][C@H:11]([NH:14][C:15]([O:17][C:18]([CH3:21])([CH3:20])[CH3:19])=[O:16])[CH2:12][Br:24])[CH2:6][CH2:5][CH2:4][CH2:3][CH2:2]1. The yield is 0.470. (8) The reactants are [CH3:1][S:2]([N:5]1[CH2:10][CH2:9][C:8]2[N:11]([CH2:24][CH2:25][CH:26]=O)[N:12]=[C:13]([C:14]3[CH:19]=[CH:18][C:17]([C:20]([F:23])([F:22])[F:21])=[CH:16][CH:15]=3)[C:7]=2[CH2:6]1)(=[O:4])=[O:3].[N:28]1([C:34]2[C:38]3[CH:39]=[CH:40][CH:41]=[CH:42][C:37]=3[S:36](=[O:44])(=[O:43])[N:35]=2)[CH2:33][CH2:32][NH:31][CH2:30][CH2:29]1.CC(O)=O.[BH-](OC(C)=O)(OC(C)=O)OC(C)=O.[Na+].C([O-])(O)=O.[Na+]. The catalyst is C(Cl)Cl. The product is [O:44]=[S:36]1(=[O:43])[C:37]2[CH:42]=[CH:41][CH:40]=[CH:39][C:38]=2[C:34]([N:28]2[CH2:33][CH2:32][N:31]([CH2:26][CH2:25][CH2:24][N:11]3[C:8]4[CH2:9][CH2:10][N:5]([S:2]([CH3:1])(=[O:4])=[O:3])[CH2:6][C:7]=4[C:13]([C:14]4[CH:19]=[CH:18][C:17]([C:20]([F:23])([F:22])[F:21])=[CH:16][CH:15]=4)=[N:12]3)[CH2:30][CH2:29]2)=[N:35]1. The yield is 0.760. (9) The reactants are [C:1]1([S:7]([NH2:10])(=[O:9])=[O:8])[CH:6]=[CH:5][CH:4]=[CH:3][CH:2]=1.C(=O)([O-])[O-].[Cs+].[Cs+].Br[C:18]1[C:19]2[N:20]([CH:25]=[CH:26][N:27]=2)[N:21]=[C:22]([Cl:24])[CH:23]=1.O1CCOCC1. The catalyst is ClCCl.C1C=CC(/C=C/C(/C=C/C2C=CC=CC=2)=O)=CC=1.C1C=CC(/C=C/C(/C=C/C2C=CC=CC=2)=O)=CC=1.C1C=CC(/C=C/C(/C=C/C2C=CC=CC=2)=O)=CC=1.[Pd].[Pd].C1(P(C2C=CC=CC=2)C2C3OC4C(=CC=CC=4P(C4C=CC=CC=4)C4C=CC=CC=4)C(C)(C)C=3C=CC=2)C=CC=CC=1. The product is [Cl:24][C:22]1[CH:23]=[C:18]([NH:10][S:7]([C:1]2[CH:6]=[CH:5][CH:4]=[CH:3][CH:2]=2)(=[O:9])=[O:8])[C:19]2[N:20]([CH:25]=[CH:26][N:27]=2)[N:21]=1. The yield is 0.730.